From a dataset of Catalyst prediction with 721,799 reactions and 888 catalyst types from USPTO. Predict which catalyst facilitates the given reaction. Reactant: Br[C:2]1[C:3]2[N:19]=[C:18]([N:20]3[CH2:25][CH2:24][O:23][C@@H:22]4[CH2:26][CH2:27][CH2:28][C@@H:21]34)[N:17]([CH2:29][C@H:30]3[CH2:35][CH2:34][C@H:33]([CH3:36])[CH2:32][CH2:31]3)[C:4]=2[C:5]([C:10]2[CH:11]=[N:12][CH:13]=[C:14]([Cl:16])[CH:15]=2)=[N:6][C:7]=1[C:8]#[N:9].[CH3:37]B1OB(C)OB(C)O1.[O-]P([O-])([O-])=O.[K+].[K+].[K+].O1CCOCC1. Product: [Cl:16][C:14]1[CH:15]=[C:10]([C:5]2[C:4]3[N:17]([CH2:29][C@H:30]4[CH2:31][CH2:32][C@H:33]([CH3:36])[CH2:34][CH2:35]4)[C:18]([N:20]4[CH2:25][CH2:24][O:23][C@@H:22]5[CH2:26][CH2:27][CH2:28][C@@H:21]45)=[N:19][C:3]=3[C:2]([CH3:37])=[C:7]([C:8]#[N:9])[N:6]=2)[CH:11]=[N:12][CH:13]=1. The catalyst class is: 263.